Dataset: Full USPTO retrosynthesis dataset with 1.9M reactions from patents (1976-2016). Task: Predict the reactants needed to synthesize the given product. (1) Given the product [Cl:1][C:2]1[CH:3]=[N+:4]([O-:10])[CH:5]=[C:6]([Cl:9])[C:7]=1[Cl:8], predict the reactants needed to synthesize it. The reactants are: [Cl:1][C:2]1[CH:3]=[N:4][CH:5]=[C:6]([Cl:9])[C:7]=1[Cl:8].[OH:10]O. (2) Given the product [C:23]([C:25]1[CH:33]=[CH:32][C:28]([C:29]([NH:12][C:10]2[S:11][C:7]([CH2:6][C:5]3[CH:21]=[CH:22][C:2]([F:1])=[CH:3][CH:4]=3)=[C:8]([C:13]3[CH:18]=[CH:17][C:16]([O:19][CH3:20])=[CH:15][CH:14]=3)[N:9]=2)=[O:30])=[CH:27][CH:26]=1)#[N:24], predict the reactants needed to synthesize it. The reactants are: [F:1][C:2]1[CH:22]=[CH:21][C:5]([CH2:6][C:7]2[S:11][C:10]([NH2:12])=[N:9][C:8]=2[C:13]2[CH:18]=[CH:17][C:16]([O:19][CH3:20])=[CH:15][CH:14]=2)=[CH:4][CH:3]=1.[C:23]([C:25]1[CH:33]=[CH:32][C:28]([C:29](Cl)=[O:30])=[CH:27][CH:26]=1)#[N:24]. (3) Given the product [F:30][C:27]([F:28])([F:29])[C:25]1[CH:24]=[C:23]([C:31]2[CH:32]=[N:33][C:34]([C:37]([F:40])([F:39])[F:38])=[CH:35][CH:36]=2)[N:22]=[C:21]([C:17]2[CH:16]=[C:15]([C:11]3[CH:12]=[CH:13][CH:14]=[C:9]([S:6]([NH2:5])(=[O:8])=[O:7])[CH:10]=3)[CH:20]=[CH:19][CH:18]=2)[N:26]=1, predict the reactants needed to synthesize it. The reactants are: C([NH:5][S:6]([C:9]1[CH:10]=[C:11]([C:15]2[CH:20]=[CH:19][CH:18]=[C:17]([C:21]3[N:26]=[C:25]([C:27]([F:30])([F:29])[F:28])[CH:24]=[C:23]([C:31]4[CH:32]=[N:33][C:34]([C:37]([F:40])([F:39])[F:38])=[CH:35][CH:36]=4)[N:22]=3)[CH:16]=2)[CH:12]=[CH:13][CH:14]=1)(=[O:8])=[O:7])(C)(C)C.C(O)(C(F)(F)F)=O. (4) The reactants are: [C:1]1([C:11]2[CH:20]=[CH:19][C:18]3[C:13](=[CH:14][CH:15]=[C:16]([OH:21])[CH:17]=3)[CH:12]=2)[C:10]2[C:5](=[CH:6][CH:7]=[CH:8][CH:9]=2)[CH:4]=[CH:3][CH:2]=1.N1C=CC=CC=1.ClCCl.[F:31][C:32]([F:45])([F:44])[S:33](O[S:33]([C:32]([F:45])([F:44])[F:31])(=[O:35])=[O:34])(=[O:35])=[O:34]. Given the product [F:31][C:32]([F:45])([F:44])[S:33]([O:21][C:16]1[CH:17]=[C:18]2[C:13](=[CH:14][CH:15]=1)[CH:12]=[C:11]([C:1]1[C:10]3[C:5](=[CH:6][CH:7]=[CH:8][CH:9]=3)[CH:4]=[CH:3][CH:2]=1)[CH:20]=[CH:19]2)(=[O:35])=[O:34], predict the reactants needed to synthesize it. (5) Given the product [Cl:26][C:25]1[CH:24]=[CH:23][C:4]([O:5][CH:6]2[CH2:11][CH2:10][N:9]([S:12]([C:15]3[C:16]([CH3:22])=[N:17][N:18]([CH3:21])[C:19]=3[CH3:20])(=[O:14])=[O:13])[CH2:8][CH2:7]2)=[CH:3][C:2]=1[F:40], predict the reactants needed to synthesize it. The reactants are: Cl[C:2]1[CH:3]=[C:4]([CH:23]=[CH:24][C:25]=1[Cl:26])[O:5][CH:6]1[CH2:11][CH2:10][N:9]([S:12]([C:15]2[C:16]([CH3:22])=[N:17][N:18]([CH3:21])[C:19]=2[CH3:20])(=[O:14])=[O:13])[CH2:8][CH2:7]1.CN1C(C)=C(S(Cl)(=O)=O)C(C)=N1.Cl.[F:40]C(F)(F)OC1C=CC(OC2CCNCC2)=CC=1. (6) Given the product [F:55][C:2]([F:1])([F:54])[C:3]1[CH:4]=[C:5]([CH:51]=[CH:52][CH:53]=1)[CH2:6][NH:7][C:8]([C:10]1[CH:15]=[CH:14][N:13]=[C:12]([C:16]2[CH:21]=[C:20]([N:22]([CH2:27][CH2:28][O:29][CH3:30])[CH2:23][CH2:24][O:25][CH3:26])[CH:19]=[CH:18][C:17]=2[NH:31][C:32]([C:34]2[CH:35]=[C:36]([CH:48]=[CH:49][CH:50]=2)[CH2:37][S:38][CH2:39][CH2:40][C:41]([OH:43])=[O:42])=[O:33])[CH:11]=1)=[O:9], predict the reactants needed to synthesize it. The reactants are: [F:1][C:2]([F:55])([F:54])[C:3]1[CH:4]=[C:5]([CH:51]=[CH:52][CH:53]=1)[CH2:6][NH:7][C:8]([C:10]1[CH:15]=[CH:14][N:13]=[C:12]([C:16]2[CH:21]=[C:20]([N:22]([CH2:27][CH2:28][O:29][CH3:30])[CH2:23][CH2:24][O:25][CH3:26])[CH:19]=[CH:18][C:17]=2[NH:31][C:32]([C:34]2[CH:35]=[C:36]([CH:48]=[CH:49][CH:50]=2)[CH2:37][S:38][CH2:39][CH2:40][C:41]([O:43]C(C)(C)C)=[O:42])=[O:33])[CH:11]=1)=[O:9].FC(F)(F)C(O)=O.